Dataset: Full USPTO retrosynthesis dataset with 1.9M reactions from patents (1976-2016). Task: Predict the reactants needed to synthesize the given product. (1) Given the product [CH2:1]([N:8]1[C:13](=[O:14])[C:12]2[CH:15]=[CH:16][CH:17]=[N:18][C:11]=2[N:10]=[C:9]1[CH:19]([N:22]([CH2:23][CH2:24][N:25]([CH3:27])[CH3:26])[C:42](=[O:43])[C:41]1[CH:45]=[CH:46][C:38]([Br:37])=[CH:39][CH:40]=1)[CH2:20][CH3:21])[C:2]1[CH:3]=[CH:4][CH:5]=[CH:6][CH:7]=1, predict the reactants needed to synthesize it. The reactants are: [CH2:1]([N:8]1[C:13](=[O:14])[C:12]2[CH:15]=[CH:16][CH:17]=[N:18][C:11]=2[N:10]=[C:9]1[CH:19]([NH:22][CH2:23][CH2:24][N:25]([CH3:27])[CH3:26])[CH2:20][CH3:21])[C:2]1[CH:7]=[CH:6][CH:5]=[CH:4][CH:3]=1.C(N(CC)C(C)C)(C)C.[Br:37][C:38]1[CH:46]=[CH:45][C:41]([C:42](Cl)=[O:43])=[CH:40][CH:39]=1. (2) The reactants are: C(O)C.C([NH:11][C@H:12]1[CH2:17][CH2:16][N:15]([C:18]2[CH:23]=[CH:22][C:21]([N+:24]([O-])=O)=[C:20]([O:27][CH3:28])[CH:19]=2)[CH2:14][C@H:13]1[F:29])C1C=CC=CC=1. Given the product [NH2:24][C:21]1[CH:22]=[CH:23][C:18]([N:15]2[CH2:16][CH2:17][C@H:12]([NH2:11])[C@H:13]([F:29])[CH2:14]2)=[CH:19][C:20]=1[O:27][CH3:28], predict the reactants needed to synthesize it. (3) Given the product [C:30]([C:32]1[C@@H:37]([C:38]2[CH:43]=[CH:42][C:41]([C:44]#[N:45])=[CH:40][CH:39]=2)[N:36]2[N:46]=[C:47]([N:49]([CH2:26][CH:27]3[CH2:29][CH2:28]3)[C:50](=[O:59])[O:51][CH2:52][C:53]3[CH:58]=[CH:57][CH:56]=[CH:55][CH:54]=3)[N:48]=[C:35]2[N:34]([C:60]2[CH:65]=[CH:64][CH:63]=[C:62]([C:66]([F:69])([F:68])[F:67])[CH:61]=2)[C:33]=1[CH3:70])#[N:31], predict the reactants needed to synthesize it. The reactants are: C(=O)([O-])[O-].[K+].[K+].C1OCCOCCOCCOCCOCCOC1.Br[CH2:26][CH:27]1[CH2:29][CH2:28]1.[C:30]([C:32]1[C@@H:37]([C:38]2[CH:43]=[CH:42][C:41]([C:44]#[N:45])=[CH:40][CH:39]=2)[N:36]2[N:46]=[C:47]([NH:49][C:50](=[O:59])[O:51][CH2:52][C:53]3[CH:58]=[CH:57][CH:56]=[CH:55][CH:54]=3)[N:48]=[C:35]2[N:34]([C:60]2[CH:65]=[CH:64][CH:63]=[C:62]([C:66]([F:69])([F:68])[F:67])[CH:61]=2)[C:33]=1[CH3:70])#[N:31]. (4) Given the product [CH3:3][O:4][C:5]1[C:10]([O:11][CH3:12])=[C:9]([OH:13])[C:8]([CH3:14])=[CH:7][C:6]=1[OH:15], predict the reactants needed to synthesize it. The reactants are: [BH4-].[Na+].[CH3:3][O:4][C:5]1[C:6](=[O:15])[CH:7]=[C:8]([CH3:14])[C:9](=[O:13])[C:10]=1[O:11][CH3:12]. (5) Given the product [S:1]1[CH:5]=[CH:4][CH:3]=[C:2]1[S:6][CH2:8][CH2:9][CH2:10][NH:11][C:12](=[O:14])[CH3:13], predict the reactants needed to synthesize it. The reactants are: [S:1]1[CH:5]=[CH:4][CH:3]=[C:2]1[SH:6].Br[CH2:8][CH2:9][CH2:10][NH:11][C:12](=[O:14])[CH3:13].C([O-])([O-])=O.[K+].[K+]. (6) Given the product [C:32]([NH:1][CH2:2][CH:3]1[CH:9]([C:10]2[CH:15]=[CH:14][C:13]([Cl:16])=[C:12]([Cl:17])[CH:11]=2)[O:8][CH2:7][CH2:6][N:5]([C:18]([O:20][C:21]([CH3:24])([CH3:23])[CH3:22])=[O:19])[CH2:4]1)(=[O:34])[CH3:33], predict the reactants needed to synthesize it. The reactants are: [NH2:1][CH2:2][CH:3]1[CH:9]([C:10]2[CH:15]=[CH:14][C:13]([Cl:16])=[C:12]([Cl:17])[CH:11]=2)[O:8][CH2:7][CH2:6][N:5]([C:18]([O:20][C:21]([CH3:24])([CH3:23])[CH3:22])=[O:19])[CH2:4]1.C(N(CC)CC)C.[C:32](Cl)(=[O:34])[CH3:33]. (7) The reactants are: Br[C:2]1[CH:7]=[CH:6][CH:5]=[CH:4][C:3]=1[C@H:8]([N:13]1[C:21]2[C:16](=[CH:17][CH:18]=[CH:19][C:20]=2[F:22])[C:15]([CH3:24])([CH3:23])[CH2:14]1)[C@H:9]([OH:12])[CH2:10][OH:11].C(P(C(C)(C)C)C1C=CC=CC=1C1C=CC=CC=1)(C)(C)C.C(=O)([O-])[O-].[Cs+].[Cs+].[Cl-].[NH4+]. Given the product [F:22][C:20]1[CH:19]=[CH:18][CH:17]=[C:16]2[C:21]=1[N:13]([C@H:8]1[C:3]3[CH:4]=[CH:5][CH:6]=[CH:7][C:2]=3[O:12][C@H:9]1[CH2:10][OH:11])[CH2:14][C:15]2([CH3:24])[CH3:23], predict the reactants needed to synthesize it. (8) Given the product [Br:10][C:11]1[CH:12]=[C:13]([F:18])[C:14]([N:5]2[CH:6]=[CH:7][C:3]([C:2]([F:9])([F:8])[F:1])=[N:4]2)=[N:15][CH:16]=1, predict the reactants needed to synthesize it. The reactants are: [F:1][C:2]([F:9])([F:8])[C:3]1[CH:7]=[CH:6][NH:5][N:4]=1.[Br:10][C:11]1[CH:12]=[C:13]([F:18])[C:14](F)=[N:15][CH:16]=1.C(=O)([O-])[O-].[K+].[K+].